Predict hERG channel inhibition at various concentrations. From a dataset of hERG Central: cardiac toxicity at 1µM, 10µM, and general inhibition. (1) The molecule is O=C(Cn1c(=O)c2cccn2c2cccnc21)NCCCN1CCN(c2ccc(F)cc2)CC1. Results: hERG_inhib (hERG inhibition (general)): blocker. (2) The molecule is CC(=O)c1ccc(Oc2cc(C)nc(-n3nc(C)cc3C)n2)cc1. Results: hERG_inhib (hERG inhibition (general)): blocker. (3) The compound is COc1ccc(NC(=O)CN2CCN(S(=O)(=O)N3CCCCCC3)CC2)cc1. Results: hERG_inhib (hERG inhibition (general)): blocker. (4) The molecule is Cn1cccc1-c1nc2ccc(NC(=O)c3cccs3)cc2[nH]1. Results: hERG_inhib (hERG inhibition (general)): blocker. (5) The drug is CCN1CCCC1CN(Cc1cc2ccc(C)cc2[nH]c1=O)C(=S)Nc1ccc(F)cc1. Results: hERG_inhib (hERG inhibition (general)): blocker. (6) The molecule is O=C(CCC1CCCCC1)N1CCN(Cc2ccc3c(c2)OCO3)CC1. Results: hERG_inhib (hERG inhibition (general)): blocker. (7) The molecule is Cc1cc(C)c(OCCCCNCc2ccccc2)c(Cl)c1.O=C(O)C(=O)O. Results: hERG_inhib (hERG inhibition (general)): blocker.